This data is from Choline transporter screen with 302,306 compounds. The task is: Binary Classification. Given a drug SMILES string, predict its activity (active/inactive) in a high-throughput screening assay against a specified biological target. (1) The drug is S1\C(C(=O)N(CC)C1=S)=C/c1c(nn(c1)C)C. The result is 0 (inactive). (2) The result is 0 (inactive). The molecule is S(c1n(c(cn1)/C=N\Nc1ccccc1)C)CC. (3) The molecule is O=C(Nc1cc(ccc1)C)c1c(nn(c1)c1ccccc1)c1ccccc1. The result is 0 (inactive). (4) The drug is O=C(Nc1cc(c(cc1)C)C)c1c2c([nH]c(=O)c1)cccc2. The result is 0 (inactive). (5) The compound is s1c(NC(=O)CN2C(=O)C3(NC2=O)CCCCCCC3)c(c(c1C(OCC)=O)C)C(OCC)=O. The result is 0 (inactive). (6) The drug is [nH]1c(nc2c1cncc2)C12CC3CC(C1)CC(C2)C3. The result is 0 (inactive). (7) The drug is O=C(Nc1cc(ccc1)C)Nc1ccncc1. The result is 0 (inactive). (8) The compound is O(c1cc2c(n(c(c2)C)C)cc1)CC(O)=O. The result is 0 (inactive). (9) The molecule is O=C(Nc1cc2CCCc2cc1)Cc1ccc([N+]([O-])=O)cc1. The result is 0 (inactive). (10) The molecule is O(c1ccc(cc1)/C=N\NC(=O)c1cccnc1)CC(=O)Nc1c(OC)cccc1. The result is 0 (inactive).